This data is from Full USPTO retrosynthesis dataset with 1.9M reactions from patents (1976-2016). The task is: Predict the reactants needed to synthesize the given product. (1) Given the product [C:10]([NH:9][CH2:8][CH2:7][C:1]1[CH:6]=[CH:5][CH:4]=[CH:3][CH:2]=1)([O:12][C:13]([CH3:16])([CH3:15])[CH3:14])=[O:11], predict the reactants needed to synthesize it. The reactants are: [C:1]1([CH2:7][CH2:8][NH2:9])[CH:6]=[CH:5][CH:4]=[CH:3][CH:2]=1.[C:10](O[C:10]([O:12][C:13]([CH3:16])([CH3:15])[CH3:14])=[O:11])([O:12][C:13]([CH3:16])([CH3:15])[CH3:14])=[O:11]. (2) Given the product [CH2:1]([O:3][C:4](=[O:9])[CH2:5][CH:6]([O:8][C:13](=[O:14])[CH2:12][C:10]#[N:11])[CH3:7])[CH3:2], predict the reactants needed to synthesize it. The reactants are: [CH2:1]([O:3][C:4](=[O:9])[CH2:5][CH:6]([OH:8])[CH3:7])[CH3:2].[C:10]([CH2:12][C:13](O)=[O:14])#[N:11].C1(N=C=NC2CCCCC2)CCCCC1. (3) Given the product [CH2:8]([O:15][C:16](=[O:22])[C@H:17]([C@@H:19]([CH3:21])[OH:20])[NH2:18])[C:9]1[CH:14]=[CH:13][CH:12]=[CH:11][CH:10]=1.[ClH:1], predict the reactants needed to synthesize it. The reactants are: [ClH:1].C(O)(=O)C(O)=O.[CH2:8]([O:15][C:16](=[O:22])[C@H:17]([C@@H:19]([CH3:21])[OH:20])[NH2:18])[C:9]1[CH:14]=[CH:13][CH:12]=[CH:11][CH:10]=1. (4) Given the product [C:16]1([C:2]2[CH:3]=[CH:4][C:5]([C:13]([OH:15])=[O:14])=[N:6][C:7]=2[O:8][CH2:9][CH:10]2[CH2:12][CH2:11]2)[CH2:20][CH2:19][CH2:18][CH:17]=1, predict the reactants needed to synthesize it. The reactants are: Br[C:2]1[CH:3]=[CH:4][C:5]([C:13]([OH:15])=[O:14])=[N:6][C:7]=1[O:8][CH2:9][CH:10]1[CH2:12][CH2:11]1.[C:16]1(B2OC(C)(C)C(C)(C)O2)[CH2:20][CH2:19][CH2:18][CH:17]=1.C(=O)([O-])[O-].[Na+].[Na+].CN(C=O)C. (5) Given the product [Cl:18][CH2:19][CH2:20][O:1][C:2]1[CH:3]=[C:4]([CH:9]=[CH:10][CH:11]=1)[C:5]([O:7][CH3:8])=[O:6], predict the reactants needed to synthesize it. The reactants are: [OH:1][C:2]1[CH:3]=[C:4]([CH:9]=[CH:10][CH:11]=1)[C:5]([O:7][CH3:8])=[O:6].C(=O)([O-])[O-].[K+].[K+].[Cl:18][CH2:19][CH2:20]OS(C1C=CC(C)=CC=1)(=O)=O.O. (6) Given the product [F:1][C:2]1([F:11])[CH2:7][CH2:6][CH:5]([CH2:8][OH:9])[CH2:4][CH2:3]1, predict the reactants needed to synthesize it. The reactants are: [F:1][C:2]1([F:11])[CH2:7][CH2:6][CH:5]([C:8](O)=[O:9])[CH2:4][CH2:3]1.[BH4-].[Na+].B(F)(F)F.CCOCC.CCO. (7) Given the product [C:2]([O:6][C:7]([N:9]1[CH2:15][CH2:14][C:13]2[C:16]([CH2:21][SH:22])=[C:17]([Cl:20])[CH:18]=[CH:19][C:12]=2[CH2:11][CH2:10]1)=[O:8])([CH3:5])([CH3:3])[CH3:4], predict the reactants needed to synthesize it. The reactants are: Cl.[C:2]([O:6][C:7]([N:9]1[CH2:15][CH2:14][C:13]2[C:16]([CH2:21][S:22]C(=N)N)=[C:17]([Cl:20])[CH:18]=[CH:19][C:12]=2[CH2:11][CH2:10]1)=[O:8])([CH3:5])([CH3:4])[CH3:3].[OH-].[Na+].OS([O-])(=O)=O.[K+]. (8) Given the product [CH3:28][O:27][CH2:26][CH2:25][O:24][CH2:23][CH2:22][O:11][C:1]1[C:10]2[C:5](=[CH:6][CH:7]=[CH:8][CH:9]=2)[CH:4]=[CH:3][CH:2]=1, predict the reactants needed to synthesize it. The reactants are: [C:1]1([OH:11])[C:10]2[C:5](=[CH:6][CH:7]=[CH:8][CH:9]=2)[CH:4]=[CH:3][CH:2]=1.C1(C)C=CC(S(O[CH2:22][CH2:23][O:24][CH2:25][CH2:26][O:27][CH3:28])(=O)=O)=CC=1.C(=O)([O-])[O-].[K+].[K+].O. (9) The reactants are: [H-].[Na+].[C:3]([C:6]1[C:7](=[O:17])[NH:8][C:9]2[C:14]([CH:15]=1)=[CH:13][C:12]([Cl:16])=[CH:11][CH:10]=2)(=[O:5])[CH3:4].[CH3:18]I.[Cl-].[NH4+]. Given the product [C:3]([C:6]1[C:7](=[O:17])[N:8]([CH3:18])[C:9]2[C:14]([CH:15]=1)=[CH:13][C:12]([Cl:16])=[CH:11][CH:10]=2)(=[O:5])[CH3:4], predict the reactants needed to synthesize it.